From a dataset of Catalyst prediction with 721,799 reactions and 888 catalyst types from USPTO. Predict which catalyst facilitates the given reaction. (1) Reactant: [CH2:1]1[NH:6][CH2:5][CH2:4][N:3]2[C@@H:7]([CH2:10][OH:11])[CH2:8][CH2:9][C@@H:2]12.Cl[C:13]1[C:14]([C:19]#[N:20])=[N:15][CH:16]=[CH:17][N:18]=1.CCN(CC)CC. Product: [OH:11][CH2:10][C@@H:7]1[N:3]2[CH2:4][CH2:5][N:6]([C:13]3[C:14]([C:19]#[N:20])=[N:15][CH:16]=[CH:17][N:18]=3)[CH2:1][C@@H:2]2[CH2:9][CH2:8]1. The catalyst class is: 1. (2) Reactant: [CH3:1][O:2][C:3](=[O:16])[C:4]1[CH:9]=[C:8]([Cl:10])[CH:7]=[CH:6][C:5]=1[O:11][CH2:12][CH2:13][CH2:14][OH:15].C(N(CC)CC)C.[CH3:24][S:25](Cl)(=[O:27])=[O:26]. Product: [CH3:1][O:2][C:3](=[O:16])[C:4]1[CH:9]=[C:8]([Cl:10])[CH:7]=[CH:6][C:5]=1[O:11][CH2:12][CH2:13][CH2:14][O:15][S:25]([CH3:24])(=[O:27])=[O:26]. The catalyst class is: 4. (3) Reactant: [CH:1]1[C:10]2[C:5](=[CH:6][CH:7]=[CH:8][CH:9]=2)[CH:4]=[CH:3][C:2]=1[Mg]Br.CON(C)[C:16]([C:18]1[C:27](=[O:28])[C:26]2[C:21](=[CH:22][C:23]([O:29][CH3:30])=[N:24][CH:25]=2)[N:20]([C:31]([CH2:34][C:35]([CH3:38])([CH3:37])[CH3:36])([CH3:33])[CH3:32])[CH:19]=1)=[O:17].[NH4+].[Cl-]. Product: [CH3:30][O:29][C:23]1[CH:22]=[C:21]2[C:26]([C:27](=[O:28])[C:18]([C:16]([C:2]3[CH:3]=[CH:4][C:5]4[C:10](=[CH:9][CH:8]=[CH:7][CH:6]=4)[CH:1]=3)=[O:17])=[CH:19][N:20]2[C:31]([CH2:34][C:35]([CH3:37])([CH3:36])[CH3:38])([CH3:32])[CH3:33])=[CH:25][N:24]=1. The catalyst class is: 1. (4) Reactant: [Cl:1][CH2:2][CH2:3][C:4]1[CH:9]=[CH:8][C:7]([C:10]2[C:14](C(O)=O)=[CH:13][O:12][N:11]=2)=[CH:6][CH:5]=1.[Cl:18][C:19]1[CH:24]=[CH:23][CH:22]=[CH:21][C:20]=1[CH:25]([OH:27])[CH3:26].C1(P(N=[N+]=[N-])(C2C=CC=CC=2)=[O:35])C=CC=CC=1.C([N:47]([CH2:50]C)CC)C. Product: [Cl:1][CH2:2][CH2:3][C:4]1[CH:5]=[CH:6][C:7]([C:10]2[C:14]([NH:47][C:50](=[O:35])[O:27][CH:25]([C:20]3[CH:21]=[CH:22][CH:23]=[CH:24][C:19]=3[Cl:18])[CH3:26])=[CH:13][O:12][N:11]=2)=[CH:8][CH:9]=1. The catalyst class is: 11. (5) Reactant: [CH3:1][O:2][C:3]1[CH:4]=[C:5]([CH:8]=[C:9]([CH:12]([CH3:14])[CH3:13])[C:10]=1[OH:11])[CH:6]=O.[C:15]([O:21][CH2:22][CH2:23][CH:24]([CH3:26])[CH3:25])(=[O:20])[CH2:16][C:17]([CH3:19])=[O:18].N1(CC(O)=O)CCCCC1. Product: [CH2:22]([O:21][C:15](=[O:20])[C:16]([C:17](=[O:18])[CH3:19])=[CH:6][C:5]1[CH:8]=[C:9]([CH:12]([CH3:14])[CH3:13])[C:10]([OH:11])=[C:3]([O:2][CH3:1])[CH:4]=1)[CH2:23][CH:24]([CH3:26])[CH3:25]. The catalyst class is: 48.